From a dataset of Peptide-MHC class II binding affinity with 134,281 pairs from IEDB. Regression. Given a peptide amino acid sequence and an MHC pseudo amino acid sequence, predict their binding affinity value. This is MHC class II binding data. (1) The binding affinity (normalized) is 0.766. The peptide sequence is YAKFLANVSTVLTGK. The MHC is DRB1_0401 with pseudo-sequence DRB1_0401. (2) The peptide sequence is KLPWKNESSIKVIKQ. The MHC is DRB1_0802 with pseudo-sequence DRB1_0802. The binding affinity (normalized) is 0.356. (3) The peptide sequence is HGITDVRPLYSRRLPKGVKH. The MHC is DRB1_1001 with pseudo-sequence DRB1_1001. The binding affinity (normalized) is 0. (4) The peptide sequence is KASNTILPLMALLTP. The MHC is HLA-DQA10501-DQB10302 with pseudo-sequence HLA-DQA10501-DQB10302. The binding affinity (normalized) is 0.590.